The task is: Predict the reaction yield, written as a fraction of the theoretical maximum amount of product (1.0 means a 100% yield; for example, 0.34 means a 34% yield).. This data is from Reaction yield outcomes from USPTO patents with 853,638 reactions. The reactants are C[C@@:2]1([C:18]([O-:20])=[O:19])[CH2:6][C@:5](C)([C:7]([O-:9])=[O:8])[CH2:4][N:3]1[C:11]([O:13][C:14]([CH3:17])([CH3:16])[CH3:15])=[O:12].[OH-].[Na+].Cl.[CH2:24]1COCC1. No catalyst specified. The product is [C:14]([O:13][C:11]([N:3]1[C@H:2]([C:18]([O:20][CH3:24])=[O:19])[CH2:6][C@H:5]([C:7]([OH:9])=[O:8])[CH2:4]1)=[O:12])([CH3:15])([CH3:16])[CH3:17]. The yield is 0.700.